This data is from Tyrosyl-DNA phosphodiesterase HTS with 341,365 compounds. The task is: Binary Classification. Given a drug SMILES string, predict its activity (active/inactive) in a high-throughput screening assay against a specified biological target. The drug is OC1C2(C(C3C(C4(C(CC3)CC(O)CC4)C)C1)CCC2C(CCC([O-])=O)C)C. The result is 0 (inactive).